Dataset: Forward reaction prediction with 1.9M reactions from USPTO patents (1976-2016). Task: Predict the product of the given reaction. Given the reactants C(N(C(C)C)CC)(C)C.C([NH:14][C:15]1[CH:20]=[CH:19][CH:18]=[CH:17][CH:16]=1)(C)(C)C.[C:21]([C:25]1[CH:30]=[CH:29][C:28]([NH:31][C:32]2[C:33]3[CH:42]=[CH:41][C:40]([C:43]4[CH:48]=[CH:47][CH:46]=[CH:45][C:44]=4[C:49]([F:52])([F:51])[F:50])=[N:39][C:34]=3[N:35]=[C:36]([Cl:38])[N:37]=2)=[CH:27][CH:26]=1)([CH3:24])([CH3:23])[CH3:22], predict the reaction product. The product is: [C:21]([C:25]1[CH:26]=[CH:27][C:28]([NH:31][C:32]2[C:33]3[CH:42]=[CH:41][C:40]([C:43]4[CH:48]=[CH:47][CH:46]=[CH:45][C:44]=4[C:49]([F:52])([F:51])[F:50])=[N:39][C:34]=3[N:35]=[C:36]([Cl:38])[N:37]=2)=[CH:29][CH:30]=1)([CH3:24])([CH3:22])[CH3:23].[NH2:14][C:15]1[CH:20]=[CH:19][CH:18]=[CH:17][CH:16]=1.